This data is from Reaction yield outcomes from USPTO patents with 853,638 reactions. The task is: Predict the reaction yield, written as a fraction of the theoretical maximum amount of product (1.0 means a 100% yield; for example, 0.34 means a 34% yield). (1) The reactants are CN(C)[CH:3]=[CH:4][C:5]([C:7]1[C:12](=[O:13])[CH:11]=[CH:10][N:9]([C:14]2[CH:19]=[CH:18][C:17]([N:20]3[CH2:25][CH2:24][O:23][CH2:22][CH2:21]3)=[CH:16][CH:15]=2)[N:8]=1)=O.[CH3:27][C:28]([CH3:33])([CH3:32])[CH2:29][NH:30][NH2:31]. The catalyst is CO. The product is [CH3:27][C:28]([CH3:33])([CH3:32])[CH2:29][N:30]1[C:5]([C:7]2[C:12](=[O:13])[CH:11]=[CH:10][N:9]([C:14]3[CH:15]=[CH:16][C:17]([N:20]4[CH2:25][CH2:24][O:23][CH2:22][CH2:21]4)=[CH:18][CH:19]=3)[N:8]=2)=[CH:4][CH:3]=[N:31]1. The yield is 0.220. (2) The reactants are [C:1]([O:5][C:6]([NH:8][CH2:9][CH2:10][CH2:11][CH2:12][CH2:13][C:14]([OH:16])=O)=[O:7])([CH3:4])([CH3:3])[CH3:2].C(N(CC)CC)C.[B-](F)(F)(F)F.CN(C(ON1C(=O)CCC1=O)=[N+](C)C)C.[Cl-].[NH3+:45][C:46]([CH3:65])([CH3:64])[CH2:47][O:48][C:49]1[CH:58]=[CH:57][CH:56]=[C:55]2[C:50]=1[C:51]([NH3+:63])=[C:52]([C:60]([OH:62])=[O:61])[C:53]([CH3:59])=[N:54]2.[Cl-]. The catalyst is CN(C=O)C.CC#N. The product is [NH2:63][C:51]1[C:50]2[C:55](=[CH:56][CH:57]=[CH:58][C:49]=2[O:48][CH2:47][C:46]([NH:45][C:14](=[O:16])[CH2:13][CH2:12][CH2:11][CH2:10][CH2:9][NH:8][C:6]([O:5][C:1]([CH3:2])([CH3:3])[CH3:4])=[O:7])([CH3:65])[CH3:64])[N:54]=[C:53]([CH3:59])[C:52]=1[C:60]([OH:62])=[O:61]. The yield is 0.450.